The task is: Binary Classification. Given a miRNA mature sequence and a target amino acid sequence, predict their likelihood of interaction.. This data is from Experimentally validated miRNA-target interactions with 360,000+ pairs, plus equal number of negative samples. (1) The miRNA is cel-miR-251 with sequence UUAAGUAGUGGUGCCGCUCUUA. The protein sequence of the target gene is MKRQNVRTLALIVCTFTYLLVGAAVFDALESEPEMIERQRLELRQLELRARYNLSEGGYEELERVVLRLKPHKAGVQWRFAGSFYFAITVITTIGYGHAAPSTDGGKVFCMFYALLGIPLTLVMFQSLGERINTFVRYLLHRAKRGLGMRHAEVSMANMVLIGFVSCISTLCIGAAAFSYYERWTFFQAYYYCFITLTTIGFGDYVALQKDQALQTQPQYVAFSFVYILTGLTVIGAFLNLVVLRFMTMNAEDEKRDAEHRALLTHNGQAGGLGGLSCLSGSLGDGVRPRDPVTCAAAAG.... Result: 0 (no interaction). (2) The miRNA is rno-miR-331-3p with sequence GCCCCUGGGCCUAUCCUAGAA. The protein sequence of the target gene is MAYLSECRLRLEKGFILDGVAVSTAARAYGRSRPKLWSAIPPYNAQQDYHARSYFQSHVVPPLLRKTDQDHGGTGRDGWIVDYIHIFGQGQRYLNRRNWAGTGHSLQQVTGHDHYNADLKPIDGFNGRFGYRRNTPALRQSTSVFGEVTHFPLF. Result: 0 (no interaction). (3) The miRNA is hsa-miR-6785-5p with sequence UGGGAGGGCGUGGAUGAUGGUG. The protein sequence of the target gene is MAEEREPELYLKWKHCETPGVKTLCNLKHCETPGVKTLCNLKKLLNRLQKDHREDVYLYISGHLNPNKLYQPPETILQHWPNAHRPKGERASEVGEPPAGKVARMKEALAHFTIHTALVPSEAQDTPLFRYLNPQASLSHTSEEDFLPVEAVREGKEEKKGGPPGRGPPGWRRREELRLPDLKVLCYQEAGSRGTRDRHHYVSSYLAGATSADRYRMFLRFQKEVLAKQDLLKNDFTGSKAAAGHERKLQQELQKICTCSPQQFNRLHVFGKVFEDICNSSLIFGDLLKKVKDEYELYMA.... Result: 0 (no interaction).